This data is from Full USPTO retrosynthesis dataset with 1.9M reactions from patents (1976-2016). The task is: Predict the reactants needed to synthesize the given product. (1) Given the product [Br:25][C:19]1[O:18][C:17]([C@@H:12]2[CH2:13][CH2:14][C@@H:15]([CH3:16])[N:10]([C:8]([C:7]3[CH:26]=[CH:27][CH:28]=[CH:29][C:6]=3[N:2]3[N:3]=[CH:4][CH:5]=[N:1]3)=[O:9])[CH2:11]2)=[N:21][C:20]=1[C:22]([N:24]([C:30]([O:32][C:33]([CH3:36])([CH3:35])[CH3:34])=[O:31])[C:30]([O:32][C:33]([CH3:36])([CH3:35])[CH3:34])=[O:31])=[O:23], predict the reactants needed to synthesize it. The reactants are: [N:1]1[N:2]([C:6]2[CH:29]=[CH:28][CH:27]=[CH:26][C:7]=2[C:8]([N:10]2[C@H:15]([CH3:16])[CH2:14][CH2:13][C@@H:12]([C:17]3[O:18][C:19]([Br:25])=[C:20]([C:22]([NH2:24])=[O:23])[N:21]=3)[CH2:11]2)=[O:9])[N:3]=[CH:4][CH:5]=1.[C:30](O[C:30]([O:32][C:33]([CH3:36])([CH3:35])[CH3:34])=[O:31])([O:32][C:33]([CH3:36])([CH3:35])[CH3:34])=[O:31].[NH4+].[Cl-]. (2) Given the product [CH3:11][N:12]([CH3:27])[CH2:13][CH2:14][NH:15][C:16]([C:18]1[C:22]([CH3:23])=[C:21]([CH:24]=[C:3]2[C:4]3[C:9](=[CH:8][CH:7]=[CH:6][CH:5]=3)[NH:1][C:2]2=[O:10])[NH:20][C:19]=1[CH3:26])=[O:17], predict the reactants needed to synthesize it. The reactants are: [NH:1]1[C:9]2[C:4](=[CH:5][CH:6]=[CH:7][CH:8]=2)[CH2:3][C:2]1=[O:10].[CH3:11][N:12]([CH3:27])[CH2:13][CH2:14][NH:15][C:16]([C:18]1[C:22]([CH3:23])=[C:21]([CH:24]=O)[NH:20][C:19]=1[CH3:26])=[O:17]. (3) Given the product [CH3:10][C:11]1[C:15]([NH:16][C:1](=[O:8])[C:2]2[CH:7]=[CH:6][N:5]=[CH:4][CH:3]=2)=[C:14]([C:17]2[CH:18]=[CH:19][CH:20]=[CH:21][CH:22]=2)[NH:13][N:12]=1, predict the reactants needed to synthesize it. The reactants are: [C:1](Cl)(=[O:8])[C:2]1[CH:7]=[CH:6][N:5]=[CH:4][CH:3]=1.[CH3:10][C:11]1[C:15]([NH2:16])=[C:14]([C:17]2[CH:22]=[CH:21][CH:20]=[CH:19][CH:18]=2)[NH:13][N:12]=1.O. (4) Given the product [CH:21]1([N:16]2[CH2:15][C:14]3([CH2:24][CH2:25][N:11]([S:8]([C:5]4[CH:6]=[CH:7][C:2]([C:32]5[CH:31]=[C:30]6[C:35](=[CH:34][CH:33]=5)[NH:27][CH:28]=[CH:29]6)=[CH:3][C:4]=4[F:26])(=[O:10])=[O:9])[CH2:12][CH2:13]3)[O:19][CH2:18][C:17]2=[O:20])[CH2:23][CH2:22]1, predict the reactants needed to synthesize it. The reactants are: Br[C:2]1[CH:7]=[CH:6][C:5]([S:8]([N:11]2[CH2:25][CH2:24][C:14]3([O:19][CH2:18][C:17](=[O:20])[N:16]([CH:21]4[CH2:23][CH2:22]4)[CH2:15]3)[CH2:13][CH2:12]2)(=[O:10])=[O:9])=[C:4]([F:26])[CH:3]=1.[NH:27]1[C:35]2[C:30](=[CH:31][C:32](B(O)O)=[CH:33][CH:34]=2)[CH:29]=[CH:28]1.C([O-])([O-])=O.[K+].[K+]. (5) Given the product [C:1]([O:5][C:6]([N:8]1[CH2:13][CH:12]([O:14][CH2:15][C:16]2[CH:25]=[CH:24][C:23]3[C:18](=[CH:19][CH:20]=[CH:21][CH:22]=3)[CH:17]=2)[CH:11]([C:26]2[CH:27]=[CH:28][C:29]([O:32][CH2:33][CH2:34][CH2:35][O:36][CH2:37][C:38]3[CH:43]=[CH:42][CH:41]=[CH:40][C:39]=3[O:44][CH3:45])=[CH:30][CH:31]=2)[CH:10]([CH2:46][O:47][CH2:50][CH:49]=[CH2:48])[CH2:9]1)=[O:7])([CH3:2])([CH3:4])[CH3:3], predict the reactants needed to synthesize it. The reactants are: [C:1]([O:5][C:6]([N:8]1[CH2:13][CH:12]([O:14][CH2:15][C:16]2[CH:25]=[CH:24][C:23]3[C:18](=[CH:19][CH:20]=[CH:21][CH:22]=3)[CH:17]=2)[CH:11]([C:26]2[CH:31]=[CH:30][C:29]([O:32][CH2:33][CH2:34][CH2:35][O:36][CH2:37][C:38]3[CH:43]=[CH:42][CH:41]=[CH:40][C:39]=3[O:44][CH3:45])=[CH:28][CH:27]=2)[CH:10]([CH2:46][OH:47])[CH2:9]1)=[O:7])([CH3:4])([CH3:3])[CH3:2].[CH2:48](Br)[CH:49]=[CH2:50]. (6) Given the product [CH3:1][C:2]1[CH:10]=[CH:9][C:5]([C:6]([NH:53][N:54]2[NH:58][CH:57]=[CH:56][S:55]2)=[O:7])=[CH:4][C:3]=1[B:11]1[O:12][C:13]([CH3:19])([CH3:18])[C:14]([CH3:17])([CH3:16])[O:15]1, predict the reactants needed to synthesize it. The reactants are: [CH3:1][C:2]1[CH:10]=[CH:9][C:5]([C:6](O)=[O:7])=[CH:4][C:3]=1[B:11]1[O:15][C:14]([CH3:17])([CH3:16])[C:13]([CH3:19])([CH3:18])[O:12]1.CCN(C(C)C)C(C)C.CN(C(ON1N=NC2C=CC=NC1=2)=[N+](C)C)C.F[P-](F)(F)(F)(F)F.[NH2:53][N:54]1[NH:58][CH:57]=[CH:56][S:55]1.